This data is from Forward reaction prediction with 1.9M reactions from USPTO patents (1976-2016). The task is: Predict the product of the given reaction. (1) Given the reactants [NH:1]1[C:5]([C:6]2[CH:7]=[C:8]([NH:12][C:13]([CH:15]3[CH:19]([C:20]4[CH:25]=[CH:24][CH:23]=[C:22]([Cl:26])[C:21]=4[CH3:27])[C:18]([C:30]4[CH:35]=[CH:34][C:33]([Cl:36])=[CH:32][C:31]=4[F:37])([C:28]#[N:29])[CH:17]([CH2:38][C:39]([CH3:42])([CH3:41])[CH3:40])[NH:16]3)=[O:14])[CH:9]=[CH:10][CH:11]=2)=[N:4][N:3]=[N:2]1.[C:43](=O)(O)[O-].[Na+].S(OC)(OC)(=O)=O, predict the reaction product. The product is: [CH3:43][N:3]1[NH:2][N:1]=[C:5]([C:6]2[CH:7]=[C:8]([NH:12][C:13]([CH:15]3[CH:19]([C:20]4[CH:25]=[CH:24][CH:23]=[C:22]([Cl:26])[C:21]=4[CH3:27])[C:18]([C:30]4[CH:35]=[CH:34][C:33]([Cl:36])=[CH:32][C:31]=4[F:37])([C:28]#[N:29])[CH:17]([CH2:38][C:39]([CH3:42])([CH3:41])[CH3:40])[NH:16]3)=[O:14])[CH:9]=[CH:10][CH:11]=2)[NH:4]1. (2) Given the reactants [C:1]1([C@@:7]2([CH2:19][NH:20][C:21](=[O:27])[O:22][C:23]([CH3:26])([CH3:25])[CH3:24])[CH2:9][C@H:8]2[CH2:10][O:11]CC2C=CC=CC=2)[CH:6]=[CH:5][CH:4]=[CH:3][CH:2]=1, predict the reaction product. The product is: [OH:11][CH2:10][C@@H:8]1[CH2:9][C@:7]1([CH2:19][NH:20][C:21](=[O:27])[O:22][C:23]([CH3:25])([CH3:24])[CH3:26])[C:1]1[CH:2]=[CH:3][CH:4]=[CH:5][CH:6]=1. (3) Given the reactants [NH2:1][CH:2]1[CH2:7][CH2:6][N:5]([C:8]([O:10][C:11]([CH3:14])([CH3:13])[CH3:12])=[O:9])[CH2:4][CH2:3]1.[O:15]=[C:16]1[CH2:21][S:20][C:19]2[CH:22]=[CH:23][C:24]([CH:26]=O)=[N:25][C:18]=2[NH:17]1, predict the reaction product. The product is: [O:15]=[C:16]1[CH2:21][S:20][C:19]2[CH:22]=[CH:23][C:24]([CH2:26][NH:1][CH:2]3[CH2:3][CH2:4][N:5]([C:8]([O:10][C:11]([CH3:14])([CH3:13])[CH3:12])=[O:9])[CH2:6][CH2:7]3)=[N:25][C:18]=2[NH:17]1. (4) Given the reactants Br[C:2]1[C:3]([F:38])=[CH:4][C:5]([N+:35]([O-:37])=[O:36])=[C:6]([O:8][C:9]2[C:10]([F:34])=[C:11]([CH2:16][NH:17][C:18]([C:20]3[N:24]([CH2:25][O:26][CH2:27][CH2:28][Si:29]([CH3:32])([CH3:31])[CH3:30])[CH:23]=[N:22][C:21]=3[Cl:33])=[O:19])[CH:12]=[CH:13][C:14]=2[Cl:15])[CH:7]=1.[CH3:39][N:40](C=O)C, predict the reaction product. The product is: [Cl:33][C:21]1[N:22]=[CH:23][N:24]([CH2:25][O:26][CH2:27][CH2:28][Si:29]([CH3:31])([CH3:32])[CH3:30])[C:20]=1[C:18]([NH:17][CH2:16][C:11]1[CH:12]=[CH:13][C:14]([Cl:15])=[C:9]([O:8][C:6]2[CH:7]=[C:2]([C:39]#[N:40])[C:3]([F:38])=[CH:4][C:5]=2[N+:35]([O-:37])=[O:36])[C:10]=1[F:34])=[O:19].